Dataset: Full USPTO retrosynthesis dataset with 1.9M reactions from patents (1976-2016). Task: Predict the reactants needed to synthesize the given product. (1) The reactants are: [CH3:1][C:2]1SC(CNCC)=C(C)[N:6]=1.Cl[C:13]1[C:18]([N+:19]([O-:21])=[O:20])=[CH:17][CH:16]=[C:15](OC)[N:14]=1.C(=O)([O-])[O-].[K+].[K+]. Given the product [CH2:2]([NH:6][C:13]1[C:18]([N+:19]([O-:21])=[O:20])=[CH:17][CH:16]=[CH:15][N:14]=1)[CH3:1], predict the reactants needed to synthesize it. (2) Given the product [CH3:1][N:2]([CH2:12][C:13]1[N:17]([CH3:18])[C:16]2[CH:19]=[CH:20][CH:21]=[CH:22][C:15]=2[N:14]=1)[C:3]1[CH:8]=[CH:7][CH:6]=[CH:5][N:4]=1, predict the reactants needed to synthesize it. The reactants are: [CH3:1][NH:2][C:3]1[CH:8]=[CH:7][CH:6]=[CH:5][N:4]=1.[H-].[Na+].Cl[CH2:12][C:13]1[N:17]([CH3:18])[C:16]2[CH:19]=[CH:20][CH:21]=[CH:22][C:15]=2[N:14]=1. (3) Given the product [CH:24]1([C:2]2[N:3]([CH3:17])[CH:4]=[C:5]([C:7]([O:9][CH2:10][C:11]3[CH:16]=[CH:15][CH:14]=[CH:13][CH:12]=3)=[O:8])[N:6]=2)[CH2:26][CH2:25]1, predict the reactants needed to synthesize it. The reactants are: Br[C:2]1[N:3]([CH3:17])[CH:4]=[C:5]([C:7]([O:9][CH2:10][C:11]2[CH:16]=[CH:15][CH:14]=[CH:13][CH:12]=2)=[O:8])[N:6]=1.C(=O)([O-])[O-].[Cs+].[Cs+].[CH:24]1(B(O)O)[CH2:26][CH2:25]1. (4) The reactants are: CCCC[N+](CCCC)(CCCC)CCCC.[F-].[C:19]([Si](C)(C)C)#[C:20][CH2:21][CH3:22].I[C:28]1[CH:29]=[C:30]2[C:34](=[CH:35][CH:36]=1)[N:33]([C:37](=[O:39])[CH3:38])[CH:32]=[CH:31]2. Given the product [C:19]([C:28]1[CH:29]=[C:30]2[C:34](=[CH:35][CH:36]=1)[N:33]([C:37](=[O:39])[CH3:38])[CH:32]=[CH:31]2)#[C:20][CH2:21][CH3:22], predict the reactants needed to synthesize it.